This data is from Forward reaction prediction with 1.9M reactions from USPTO patents (1976-2016). The task is: Predict the product of the given reaction. Given the reactants [F:1][C:2]1[CH:30]=[CH:29][CH:28]=[C:27]([F:31])[C:3]=1[CH2:4][O:5][C:6]1[C:7]2[N:8]([C:12]([C:16]([NH:18][CH:19]([CH2:22][C:23]([F:26])([F:25])[F:24])[CH2:20]O)=[O:17])=[C:13]([CH3:15])[N:14]=2)[CH:9]=[CH:10][CH:11]=1.S(Cl)([Cl:34])=O, predict the reaction product. The product is: [ClH:34].[Cl:34][CH2:20][CH:19]([NH:18][C:16]([C:12]1[N:8]2[CH:9]=[CH:10][CH:11]=[C:6]([O:5][CH2:4][C:3]3[C:2]([F:1])=[CH:30][CH:29]=[CH:28][C:27]=3[F:31])[C:7]2=[N:14][C:13]=1[CH3:15])=[O:17])[CH2:22][C:23]([F:26])([F:25])[F:24].